Task: Predict the product of the given reaction.. Dataset: Forward reaction prediction with 1.9M reactions from USPTO patents (1976-2016) (1) Given the reactants C([C:3]1[CH:8]=[CH:7][C:6]([C:9]2[CH:14]=[CH:13][C:12]([OH:15])=[C:11]([C:16]3[NH:20][C:19]4[CH:21]=[CH:22][C:23]([C:25]#[N:26])=[CH:24][C:18]=4[N:17]=3)[CH:10]=2)=[CH:5][CH:4]=1)#N.C(C1C=C(C2C=CC=C([C:42]#[N:43])C=2)C=CC=1O)=O, predict the reaction product. The product is: [C:42]([C:8]1[CH:7]=[C:6]([C:9]2[CH:14]=[CH:13][C:12]([OH:15])=[C:11]([C:16]3[NH:20][C:19]4[CH:21]=[CH:22][C:23]([C:25]#[N:26])=[CH:24][C:18]=4[N:17]=3)[CH:10]=2)[CH:5]=[CH:4][CH:3]=1)#[N:43]. (2) Given the reactants Cl.[NH2:2][CH:3]([C:6]1[CH:7]=[N:8][C:9]([O:12][CH3:13])=[CH:10][CH:11]=1)[C:4]#[N:5].[CH3:14][O:15][C:16]1[C:34]([O:35][CH3:36])=[C:33]([O:37][CH3:38])[CH:32]=[CH:31][C:17]=1[C:18]([NH:20][CH2:21][CH2:22][N:23]1[CH:27]=[C:26]([C:28](O)=[O:29])[N:25]=[N:24]1)=[O:19], predict the reaction product. The product is: [C:4]([CH:3]([NH:2][C:28]([C:26]1[N:25]=[N:24][N:23]([CH2:22][CH2:21][NH:20][C:18](=[O:19])[C:17]2[CH:31]=[CH:32][C:33]([O:37][CH3:38])=[C:34]([O:35][CH3:36])[C:16]=2[O:15][CH3:14])[CH:27]=1)=[O:29])[C:6]1[CH:7]=[N:8][C:9]([O:12][CH3:13])=[CH:10][CH:11]=1)#[N:5]. (3) Given the reactants [Br:1][C:2]1[CH:7]=[C:6]([C:8]([F:11])([F:10])[F:9])[CH:5]=[C:4]([Cl:12])[C:3]=1I.[C:14]([Cu])#[N:15], predict the reaction product. The product is: [Br:1][C:2]1[CH:7]=[C:6]([C:8]([F:11])([F:10])[F:9])[CH:5]=[C:4]([Cl:12])[C:3]=1[C:14]#[N:15].